Dataset: NCI-60 drug combinations with 297,098 pairs across 59 cell lines. Task: Regression. Given two drug SMILES strings and cell line genomic features, predict the synergy score measuring deviation from expected non-interaction effect. (1) Synergy scores: CSS=24.9, Synergy_ZIP=-2.75, Synergy_Bliss=-2.68, Synergy_Loewe=-3.37, Synergy_HSA=1.98. Drug 2: C1CCC(C(C1)N)N.C(=O)(C(=O)[O-])[O-].[Pt+4]. Cell line: KM12. Drug 1: C1C(C(OC1N2C=NC(=NC2=O)N)CO)O. (2) Drug 1: CC1C(C(CC(O1)OC2CC(CC3=C2C(=C4C(=C3O)C(=O)C5=C(C4=O)C(=CC=C5)OC)O)(C(=O)C)O)N)O.Cl. Synergy scores: CSS=23.3, Synergy_ZIP=-2.89, Synergy_Bliss=5.51, Synergy_Loewe=5.60, Synergy_HSA=6.01. Cell line: T-47D. Drug 2: COCCOC1=C(C=C2C(=C1)C(=NC=N2)NC3=CC=CC(=C3)C#C)OCCOC.Cl. (3) Drug 1: CCC1=C2CN3C(=CC4=C(C3=O)COC(=O)C4(CC)O)C2=NC5=C1C=C(C=C5)O. Drug 2: CN(C(=O)NC(C=O)C(C(C(CO)O)O)O)N=O. Cell line: EKVX. Synergy scores: CSS=5.83, Synergy_ZIP=-0.702, Synergy_Bliss=0.986, Synergy_Loewe=-0.211, Synergy_HSA=-0.182. (4) Drug 1: CN1C(=O)N2C=NC(=C2N=N1)C(=O)N. Drug 2: CC1=C(C=C(C=C1)C(=O)NC2=CC(=CC(=C2)C(F)(F)F)N3C=C(N=C3)C)NC4=NC=CC(=N4)C5=CN=CC=C5. Cell line: ACHN. Synergy scores: CSS=-7.06, Synergy_ZIP=4.66, Synergy_Bliss=1.19, Synergy_Loewe=-4.36, Synergy_HSA=-5.53. (5) Drug 1: CC1=C2C(C(=O)C3(C(CC4C(C3C(C(C2(C)C)(CC1OC(=O)C(C(C5=CC=CC=C5)NC(=O)C6=CC=CC=C6)O)O)OC(=O)C7=CC=CC=C7)(CO4)OC(=O)C)O)C)OC(=O)C. Drug 2: CC1C(C(CC(O1)OC2CC(OC(C2O)C)OC3=CC4=CC5=C(C(=O)C(C(C5)C(C(=O)C(C(C)O)O)OC)OC6CC(C(C(O6)C)O)OC7CC(C(C(O7)C)O)OC8CC(C(C(O8)C)O)(C)O)C(=C4C(=C3C)O)O)O)O. Cell line: MCF7. Synergy scores: CSS=46.9, Synergy_ZIP=4.41, Synergy_Bliss=4.78, Synergy_Loewe=-1.09, Synergy_HSA=5.09.